From a dataset of Catalyst prediction with 721,799 reactions and 888 catalyst types from USPTO. Predict which catalyst facilitates the given reaction. (1) Reactant: [OH:1][NH:2][C:3]([C:5]1[CH:6]=[N:7][C:8]([N:11]([CH2:13][C:14]2[S:22][C:21]3[C:20]([N:23]4[CH2:28][CH2:27][O:26][CH2:25][CH2:24]4)=[N:19][C:18]([C:29]4[CH:30]=[N:31][C:32]([O:35][CH3:36])=[CH:33][CH:34]=4)=[N:17][C:16]=3[CH:15]=2)[CH3:12])=[N:9][CH:10]=1)=[O:4].[S:37](=[O:41])(=[O:40])([OH:39])[OH:38]. Product: [S:37]([OH:41])([OH:40])(=[O:39])=[O:38].[OH:1][NH:2][C:3]([C:5]1[CH:10]=[N:9][C:8]([N:11]([CH2:13][C:14]2[S:22][C:21]3[C:20]([N:23]4[CH2:28][CH2:27][O:26][CH2:25][CH2:24]4)=[N:19][C:18]([C:29]4[CH:30]=[N:31][C:32]([O:35][CH3:36])=[CH:33][CH:34]=4)=[N:17][C:16]=3[CH:15]=2)[CH3:12])=[N:7][CH:6]=1)=[O:4]. The catalyst class is: 61. (2) Reactant: [F:1][C:2]1[CH:7]=[CH:6][C:5]([C:8]2([C:19]3[CH:24]=[CH:23][C:22]([F:25])=[CH:21][CH:20]=3)[CH2:13][CH2:12][CH2:11][N:10]([CH2:14][C:15]([OH:17])=O)[C:9]2=[O:18])=[CH:4][CH:3]=1.[C:26]1([C:32]2([C:37]3[CH:42]=[CH:41][CH:40]=[CH:39][CH:38]=3)[CH2:36][CH2:35][NH:34][CH2:33]2)[CH:31]=[CH:30][CH:29]=[CH:28][CH:27]=1.Cl.C(N=C=NCCCN(C)C)C. Product: [C:26]1([C:32]2([C:37]3[CH:42]=[CH:41][CH:40]=[CH:39][CH:38]=3)[CH2:36][CH2:35][N:34]([C:15](=[O:17])[CH2:14][N:10]3[CH2:11][CH2:12][CH2:13][C:8]([C:5]4[CH:6]=[CH:7][C:2]([F:1])=[CH:3][CH:4]=4)([C:19]4[CH:20]=[CH:21][C:22]([F:25])=[CH:23][CH:24]=4)[C:9]3=[O:18])[CH2:33]2)[CH:27]=[CH:28][CH:29]=[CH:30][CH:31]=1. The catalyst class is: 112. (3) Reactant: Br[C:2]1[S:6][CH:5]=[C:4]([C:7]([NH:9][CH:10]([C:20]2[CH:25]=[CH:24][CH:23]=[CH:22][CH:21]=2)[CH2:11][NH:12][C:13](=[O:19])[O:14][C:15]([CH3:18])([CH3:17])[CH3:16])=[O:8])[CH:3]=1.C([O-])([O-])=O.[K+].[K+].CC1(C)COB([C:39]2[N:43]([CH3:44])[N:42]=[CH:41][CH:40]=2)OC1. Product: [CH3:44][N:43]1[C:39]([C:2]2[S:6][CH:5]=[C:4]([C:7]([NH:9][CH:10]([C:20]3[CH:25]=[CH:24][CH:23]=[CH:22][CH:21]=3)[CH2:11][NH:12][C:13](=[O:19])[O:14][C:15]([CH3:18])([CH3:17])[CH3:16])=[O:8])[CH:3]=2)=[CH:40][CH:41]=[N:42]1. The catalyst class is: 70. (4) Reactant: C(Cl)(=O)C(Cl)=O.[Br:7][C:8]1[CH:13]=[CH:12][C:11]([CH2:14][CH2:15][C:16]([CH3:24])([S:20]([CH3:23])(=[O:22])=[O:21])[C:17](O)=[O:18])=[CH:10][CH:9]=1.CN(C=O)C.[Si]([O:34][NH2:35])(C)(C)C. Product: [Br:7][C:8]1[CH:13]=[CH:12][C:11]([CH2:14][CH2:15][C:16]([CH3:24])([S:20]([CH3:23])(=[O:22])=[O:21])[C:17]([NH:35][OH:34])=[O:18])=[CH:10][CH:9]=1. The catalyst class is: 2. (5) Reactant: [NH2:1][C:2]1[C:7]2[C:8](=[O:21])[N:9]([C:13]3[CH:18]=[CH:17][C:16]([OH:19])=[C:15]([F:20])[CH:14]=3)[CH2:10][CH2:11][O:12][C:6]=2[N:5]=[CH:4][N:3]=1.[F:22][C:23]([F:42])([F:41])[S:24](N(C1C=CC=CC=1)[S:24]([C:23]([F:42])([F:41])[F:22])(=[O:26])=[O:25])(=[O:26])=[O:25].C(=O)([O-])[O-].[K+].[K+]. Product: [F:22][C:23]([F:42])([F:41])[S:24]([O:19][C:16]1[CH:17]=[CH:18][C:13]([N:9]2[C:8](=[O:21])[C:7]3[C:2]([NH2:1])=[N:3][CH:4]=[N:5][C:6]=3[O:12][CH2:11][CH2:10]2)=[CH:14][C:15]=1[F:20])(=[O:26])=[O:25]. The catalyst class is: 1. (6) Reactant: [Cl:1][C:2]1[C:3]([F:31])=[C:4]([C@@H:8]2[C@:12]([C:15]3[CH:20]=[CH:19][C:18]([Cl:21])=[CH:17][C:16]=3[F:22])([C:13]#[N:14])[C@H:11]([CH2:23][C:24]([CH3:27])([CH3:26])[CH3:25])[NH:10][C@H:9]2[C:28](O)=[O:29])[CH:5]=[CH:6][CH:7]=1.CCN(C(C)C)C(C)C.C1(P(Cl)(C2C=CC=CC=2)=O)C=CC=CC=1.[CH3:56][O:57][C:58]([C:60]1[NH:64][C:63]2[CH:65]=[CH:66][C:67]([NH2:69])=[CH:68][C:62]=2[N:61]=1)=[O:59]. Product: [Cl:1][C:2]1[C:3]([F:31])=[C:4]([C@@H:8]2[C@:12]([C:15]3[CH:20]=[CH:19][C:18]([Cl:21])=[CH:17][C:16]=3[F:22])([C:13]#[N:14])[C@H:11]([CH2:23][C:24]([CH3:26])([CH3:27])[CH3:25])[NH:10][C@H:9]2[C:28]([NH:69][C:67]2[CH:66]=[CH:65][C:63]3[NH:64][C:60]([C:58]([O:57][CH3:56])=[O:59])=[N:61][C:62]=3[CH:68]=2)=[O:29])[CH:5]=[CH:6][CH:7]=1. The catalyst class is: 4. (7) Reactant: [CH3:1][Si](C=[N+]=[N-])(C)C.[C:8]1([C:14]2([C:21]([OH:23])=[O:22])[CH2:20][CH2:19][CH2:18][CH2:17][CH2:16][CH2:15]2)[CH:13]=[CH:12][CH:11]=[CH:10][CH:9]=1. Product: [CH3:1][O:22][C:21]([C:14]1([C:8]2[CH:13]=[CH:12][CH:11]=[CH:10][CH:9]=2)[CH2:20][CH2:19][CH2:18][CH2:17][CH2:16][CH2:15]1)=[O:23]. The catalyst class is: 442. (8) Reactant: [H-].[Na+].[C:3]([O:11][CH2:12][CH3:13])(=[O:10])[CH2:4][C:5]([O:7][CH2:8][CH3:9])=[O:6].Br[CH2:15][C:16]1[C:17]([F:28])=[CH:18][CH:19]=[C:20]2[C:25]=1[N:24]=[C:23]([O:26][CH3:27])[CH:22]=[CH:21]2. Product: [CH2:12]([O:11][C:3](=[O:10])[CH:4]([CH2:15][C:16]1[C:17]([F:28])=[CH:18][CH:19]=[C:20]2[C:25]=1[N:24]=[C:23]([O:26][CH3:27])[CH:22]=[CH:21]2)[C:5]([O:7][CH2:8][CH3:9])=[O:6])[CH3:13]. The catalyst class is: 1. (9) Reactant: [O:1]1[CH2:5][CH2:4][O:3][CH:2]1[C:6]1[CH:11]=[CH:10][C:9]([CH2:12][OH:13])=[CH:8][CH:7]=1.C(N(CC)CC)C.[CH3:21][S:22](Cl)(=[O:24])=[O:23]. Product: [CH3:21][S:22]([O:13][CH2:12][C:9]1[CH:8]=[CH:7][C:6]([CH:2]2[O:3][CH2:4][CH2:5][O:1]2)=[CH:11][CH:10]=1)(=[O:24])=[O:23]. The catalyst class is: 2. (10) Reactant: [F:1][C:2]1[CH:7]=[CH:6][C:5]([F:8])=[CH:4][C:3]=1[C:9]1[S:13][C:12]([CH2:20][CH2:21][C:22]#[N:23])([C:14]2[CH:19]=[CH:18][CH:17]=[CH:16][CH:15]=2)[N:11]([C:24](=[O:29])[C@@H:25]([O:27][CH3:28])[CH3:26])[N:10]=1.Cl.Cl.[O:32]([NH2:34])[CH3:33].C(N(CC)CC)C. Product: [F:1][C:2]1[CH:7]=[CH:6][C:5]([F:8])=[CH:4][C:3]=1[C:9]1[S:13][C:12]([CH2:20][CH2:21][C:22](=[N:34][O:32][CH3:33])[NH2:23])([C:14]2[CH:19]=[CH:18][CH:17]=[CH:16][CH:15]=2)[N:11]([C:24](=[O:29])[C@@H:25]([O:27][CH3:28])[CH3:26])[N:10]=1. The catalyst class is: 8.